Dataset: Forward reaction prediction with 1.9M reactions from USPTO patents (1976-2016). Task: Predict the product of the given reaction. (1) Given the reactants [C:1]1(=O)[CH2:6][CH2:5][CH2:4][CH2:3][CH2:2]1.[C:8]([CH2:10][C:11]([O:13][CH3:14])=[O:12])#[N:9].C([O-])(=O)C.[NH4+].C(O)(=O)C, predict the reaction product. The product is: [CH3:14][O:13][C:11](=[O:12])[C:10]([C:8]#[N:9])=[C:1]1[CH2:6][CH2:5][CH2:4][CH2:3][CH2:2]1. (2) The product is: [C:19]1([CH3:20])[CH:18]=[C:17]([CH3:21])[CH:16]=[C:15]([CH3:22])[C:14]=1[NH:7][C:5](=[O:6])[C:4]([NH:24][C:25]1[CH:30]=[CH:29][CH:28]=[CH:27][C:26]=1[OH:31])=[O:23]. Given the reactants C(O[C:4](=[O:23])[C:5]([N:7]([C:14]1[C:19]([CH3:20])=[CH:18][C:17]([CH3:21])=[CH:16][C:15]=1[CH3:22])C1C=CC=CC=1)=[O:6])C.[NH2:24][C:25]1[CH:30]=[CH:29][CH:28]=[CH:27][C:26]=1[OH:31].C(N(CC)CC)C, predict the reaction product. (3) Given the reactants Br[CH2:2]C1C=CC(F)=CC=1.Br.Br[CH2:12][C:13]1[CH:14]=[N:15][CH:16]=[CH:17][CH:18]=1.[O:19]=[C:20]1[NH:24][CH2:23][CH2:22][N:21]1[C:25]1[CH:26]=[C:27]([CH:31]=[CH:32][N:33]=1)[C:28]([O-:30])=[O:29], predict the reaction product. The product is: [O:19]=[C:20]1[N:24]([CH2:12][C:13]2[CH:14]=[N:15][CH:16]=[CH:17][CH:18]=2)[CH2:23][CH2:22][N:21]1[C:25]1[CH:26]=[C:27]([CH:31]=[CH:32][N:33]=1)[C:28]([O:30][CH3:2])=[O:29]. (4) Given the reactants [CH2:1]([O:3][CH:4]([O:7][CH2:8][CH3:9])[CH2:5][NH2:6])[CH3:2].[CH:10]1([CH:16]=O)[CH2:15][CH2:14][CH2:13][CH2:12][CH2:11]1.C(O[BH-](OC(=O)C)OC(=O)C)(=O)C.[Na+].[OH-].[Na+], predict the reaction product. The product is: [CH:10]1([CH2:16][NH:6][CH2:5][CH:4]([O:7][CH2:8][CH3:9])[O:3][CH2:1][CH3:2])[CH2:15][CH2:14][CH2:13][CH2:12][CH2:11]1. (5) Given the reactants [CH3:1][C:2]1[CH:7]=[CH:6][C:5]([C:8]2[CH2:13][CH2:12][CH2:11][CH2:10][C:9]=2[C:14]([NH:16][C:17]2[CH:22]=[CH:21][C:20]([N:23]3[CH2:28][CH2:27][NH:26][CH2:25][CH2:24]3)=[CH:19][CH:18]=2)=[O:15])=[CH:4][CH:3]=1.[C:29]([C:31]1[CH:32]=[C:33]([CH:36]=[CH:37][CH:38]=1)[CH:34]=O)#[N:30].C(O[BH-](OC(=O)C)OC(=O)C)(=O)C.[Na+].C(=O)([O-])[O-].[K+].[K+], predict the reaction product. The product is: [C:29]([C:31]1[CH:32]=[C:33]([CH:36]=[CH:37][CH:38]=1)[CH2:34][N:26]1[CH2:27][CH2:28][N:23]([C:20]2[CH:19]=[CH:18][C:17]([NH:16][C:14]([C:9]3[CH2:10][CH2:11][CH2:12][CH2:13][C:8]=3[C:5]3[CH:4]=[CH:3][C:2]([CH3:1])=[CH:7][CH:6]=3)=[O:15])=[CH:22][CH:21]=2)[CH2:24][CH2:25]1)#[N:30]. (6) Given the reactants [C:1](Cl)(Cl)=[O:2].[NH2:5][C:6]1[CH:14]=[C:13]([Br:15])[CH:12]=[CH:11][C:7]=1[C:8]([OH:10])=[O:9], predict the reaction product. The product is: [Br:15][C:13]1[CH:12]=[CH:11][C:7]2[C:8](=[O:10])[O:9][C:1](=[O:2])[NH:5][C:6]=2[CH:14]=1. (7) Given the reactants [CH2:1]([O:3][C:4]([C:6]1[NH:7][CH:8]=[C:9]([CH2:11][NH:12][C:13]2[CH:18]=[CH:17][C:16]([Cl:19])=[CH:15][CH:14]=2)[CH:10]=1)=[O:5])[CH3:2].C(N(CC)C(C)C)(C)C.[C:29](Cl)(=[O:31])[CH3:30], predict the reaction product. The product is: [CH2:1]([O:3][C:4]([C:6]1[NH:7][CH:8]=[C:9]([CH2:11][N:12]([C:29](=[O:31])[CH3:30])[C:13]2[CH:14]=[CH:15][C:16]([Cl:19])=[CH:17][CH:18]=2)[CH:10]=1)=[O:5])[CH3:2]. (8) The product is: [CH2:1]([NH:3][C:4]([N:34]1[CH2:33][CH2:32][C:31]2[C:36](=[CH:37][CH:38]=[CH:39][C:30]=2[NH:29][CH2:28][C:27]([N:15]([CH2:14][CH2:13][N:12]([CH3:41])[C:11](=[O:42])[O:10][C:6]([CH3:7])([CH3:8])[CH3:9])[CH2:16][C:17]2[CH:22]=[CH:21][CH:20]=[CH:19][C:18]=2[C:23]([F:26])([F:24])[F:25])=[O:40])[CH2:35]1)=[O:5])[CH3:2]. Given the reactants [CH2:1]([N:3]=[C:4]=[O:5])[CH3:2].[C:6]([O:10][C:11](=[O:42])[N:12]([CH3:41])[CH2:13][CH2:14][N:15]([C:27](=[O:40])[CH2:28][NH:29][C:30]1[CH:39]=[CH:38][CH:37]=[C:36]2[C:31]=1[CH2:32][CH2:33][NH:34][CH2:35]2)[CH2:16][C:17]1[CH:22]=[CH:21][CH:20]=[CH:19][C:18]=1[C:23]([F:26])([F:25])[F:24])([CH3:9])([CH3:8])[CH3:7], predict the reaction product. (9) Given the reactants FC(F)(F)C(O)=O.[Cl:8][C:9]1[C:10]([F:41])=[C:11]([CH:15]2[C:19]([C:22]3[CH:27]=[CH:26][C:25]([Cl:28])=[CH:24][C:23]=3[F:29])([C:20]#[N:21])[CH:18]([CH2:30][C:31]3([CH3:37])[CH2:36][CH2:35][CH2:34][CH2:33][CH2:32]3)[NH:17][CH:16]2[C:38](O)=[O:39])[CH:12]=[CH:13][CH:14]=1.CC1(C)[O:47][C@@H:46]([CH2:48][CH2:49][NH2:50])[CH2:45][O:44]1.CN(C(ON1N=NC2C=CC=NC1=2)=[N+](C)C)C.F[P-](F)(F)(F)(F)F.CCN(C(C)C)C(C)C.Cl, predict the reaction product. The product is: [OH:47][C@H:46]([CH2:45][OH:44])[CH2:48][CH2:49][NH:50][C:38]([CH:16]1[CH:15]([C:11]2[CH:12]=[CH:13][CH:14]=[C:9]([Cl:8])[C:10]=2[F:41])[C:19]([C:22]2[CH:27]=[CH:26][C:25]([Cl:28])=[CH:24][C:23]=2[F:29])([C:20]#[N:21])[CH:18]([CH2:30][C:31]2([CH3:37])[CH2:36][CH2:35][CH2:34][CH2:33][CH2:32]2)[NH:17]1)=[O:39]. (10) Given the reactants [CH2:1]([C:3]1[NH:7][C:6]([C:8]([NH:10][C@H:11]2[CH2:16][CH2:15][N:14]([C:17]3[S:18][C:19]([C:23]([O:25]CC)=[O:24])=[C:20]([CH3:22])[N:21]=3)[CH2:13][C@H:12]2[O:28][CH3:29])=[O:9])=[N:5][C:4]=1[I:30])[CH3:2].[OH-].[Li+], predict the reaction product. The product is: [CH2:1]([C:3]1[NH:7][C:6]([C:8]([NH:10][C@H:11]2[CH2:16][CH2:15][N:14]([C:17]3[S:18][C:19]([C:23]([OH:25])=[O:24])=[C:20]([CH3:22])[N:21]=3)[CH2:13][C@H:12]2[O:28][CH3:29])=[O:9])=[N:5][C:4]=1[I:30])[CH3:2].